Task: Predict the reaction yield, written as a fraction of the theoretical maximum amount of product (1.0 means a 100% yield; for example, 0.34 means a 34% yield).. Dataset: Reaction yield outcomes from USPTO patents with 853,638 reactions The reactants are [N+:1]([C:4]1[CH:5]=[N:6][CH:7]=[CH:8][C:9]=1[N:10]1[CH2:15][CH2:14][CH2:13][CH2:12][CH2:11]1)([O-])=O. The catalyst is C(O)C.[Pd]. The product is [N:10]1([C:9]2[CH:8]=[CH:7][N:6]=[CH:5][C:4]=2[NH2:1])[CH2:11][CH2:12][CH2:13][CH2:14][CH2:15]1. The yield is 0.930.